From a dataset of PAMPA (Parallel Artificial Membrane Permeability Assay) permeability data from NCATS. Regression/Classification. Given a drug SMILES string, predict its absorption, distribution, metabolism, or excretion properties. Task type varies by dataset: regression for continuous measurements (e.g., permeability, clearance, half-life) or binary classification for categorical outcomes (e.g., BBB penetration, CYP inhibition). Dataset: pampa_ncats. (1) The molecule is CNC1=C(N=C(O1)C2=CC=C(C=C2)C3=CC=CC=C3)C#N. The result is 1 (high permeability). (2) The compound is CN(C)C(=O)C1=NC(=C2N1C=CN=C2)C3=CC=C(C=C3)S(=O)(=O)C. The result is 1 (high permeability). (3) The compound is COC1=C(C=C(C=C1)CCN2C(=CC(=O)NC2=S)N)OC. The result is 0 (low-to-moderate permeability).